This data is from Catalyst prediction with 721,799 reactions and 888 catalyst types from USPTO. The task is: Predict which catalyst facilitates the given reaction. (1) Product: [CH3:18][O:19][B:20]([C:6]#[C:5][Si:2]([CH3:4])([CH3:3])[CH3:1])[O:21][CH3:22]. Reactant: [CH3:1][Si:2]([C:5]#[CH:6])([CH3:4])[CH3:3].[Li]CCCC.CCCCCC.[CH3:18][O:19][B:20](OC)[O:21][CH3:22]. The catalyst class is: 1. (2) Reactant: [Si]([O:8][CH2:9][CH2:10][O:11][C:12]1[CH:13]=[CH:14][C:15]([C:27]2[NH:36][C:35](=[O:37])[C:34]3[C:29](=[CH:30][C:31]([O:40][CH3:41])=[CH:32][C:33]=3[O:38][CH3:39])[N:28]=2)=[N:16][C:17]=1[C:18]1[CH:23]=[CH:22][C:21]([S:24]([CH3:26])=[O:25])=[CH:20][CH:19]=1)(C(C)(C)C)(C)C.CCCC[N+](CCCC)(CCCC)CCCC.[F-]. Product: [OH:8][CH2:9][CH2:10][O:11][C:12]1[CH:13]=[CH:14][C:15]([C:27]2[NH:36][C:35](=[O:37])[C:34]3[C:29](=[CH:30][C:31]([O:40][CH3:41])=[CH:32][C:33]=3[O:38][CH3:39])[N:28]=2)=[N:16][C:17]=1[C:18]1[CH:23]=[CH:22][C:21]([S:24]([CH3:26])=[O:25])=[CH:20][CH:19]=1. The catalyst class is: 1. (3) Reactant: [C:1]([N:4]1[C:13]2[C:8](=[CH:9][C:10]([C:14]([O:16]CC)=[O:15])=[CH:11][CH:12]=2)[C@H:7]([NH:19][C:20]2[N:25]=[C:24]([CH3:26])[CH:23]=[CH:22][N:21]=2)[C@@H:6]([CH3:27])[C@@H:5]1[CH2:28][CH3:29])(=[O:3])[CH3:2].[OH-].[Li+].Cl.CO.C(Cl)Cl. Product: [C:1]([N:4]1[C:13]2[C:8](=[CH:9][C:10]([C:14]([OH:16])=[O:15])=[CH:11][CH:12]=2)[C@H:7]([NH:19][C:20]2[N:25]=[C:24]([CH3:26])[CH:23]=[CH:22][N:21]=2)[C@@H:6]([CH3:27])[C@@H:5]1[CH2:28][CH3:29])(=[O:3])[CH3:2]. The catalyst class is: 20. (4) Reactant: C(OC([N:8]1[C:16]2[C:11](=[C:12]([Cl:17])[CH:13]=[CH:14][CH:15]=2)[CH:10]=[C:9]1[C:18]1[CH:23]=[CH:22][C:21]([Cl:24])=[C:20]([S:25](=[O:34])(=[O:33])[NH:26][CH:27]2[CH2:32][CH2:31][CH2:30][CH2:29][CH2:28]2)[CH:19]=1)=O)(C)(C)C. Product: [Cl:24][C:21]1[CH:22]=[CH:23][C:18]([C:9]2[NH:8][C:16]3[C:11]([CH:10]=2)=[C:12]([Cl:17])[CH:13]=[CH:14][CH:15]=3)=[CH:19][C:20]=1[S:25]([NH:26][CH:27]1[CH2:32][CH2:31][CH2:30][CH2:29][CH2:28]1)(=[O:33])=[O:34]. The catalyst class is: 2.